Dataset: Catalyst prediction with 721,799 reactions and 888 catalyst types from USPTO. Task: Predict which catalyst facilitates the given reaction. (1) Reactant: [NH2:1][C:2]1[CH:9]=[C:8]([CH3:10])[C:5]([C:6]#[N:7])=[C:4]([CH3:11])[N:3]=1.[C:12](N1C=CC=CC1=O)(N1C=CC=CC1=O)=[S:13]. Product: [N:1]([C:2]1[CH:9]=[C:8]([CH3:10])[C:5]([C:6]#[N:7])=[C:4]([CH3:11])[N:3]=1)=[C:12]=[S:13]. The catalyst class is: 4. (2) Reactant: [Br:1][CH2:2][C:3]1[C:12]2[C:7](=[CH:8][CH:9]=[CH:10][CH:11]=2)[C:6]([C:13]([OH:15])=O)=[CH:5][CH:4]=1.C(Cl)(=O)C([Cl:19])=O. Product: [Br:1][CH2:2][C:3]1[C:12]2[C:7](=[CH:8][CH:9]=[CH:10][CH:11]=2)[C:6]([C:13]([Cl:19])=[O:15])=[CH:5][CH:4]=1. The catalyst class is: 2. (3) Reactant: C(N(CC)CC)C.[C:8]1([CH3:18])[CH:13]=[CH:12][C:11]([S:14](Cl)(=[O:16])=[O:15])=[CH:10][CH:9]=1.[NH:19]1[CH2:24][CH2:23][C:22]([C:25]2[CH:30]=[CH:29][C:28]([N:31]3[CH2:35][C@H:34]([CH2:36][NH:37][C:38](=[O:40])[CH3:39])[O:33][C:32]3=[O:41])=[CH:27][CH:26]=2)=[CH:21][CH2:20]1. Product: [C:8]1([CH3:18])[CH:13]=[CH:12][C:11]([S:14]([N:19]2[CH2:24][CH2:23][C:22]([C:25]3[CH:30]=[CH:29][C:28]([N:31]4[CH2:35][C@H:34]([CH2:36][NH:37][C:38](=[O:40])[CH3:39])[O:33][C:32]4=[O:41])=[CH:27][CH:26]=3)=[CH:21][CH2:20]2)(=[O:16])=[O:15])=[CH:10][CH:9]=1. The catalyst class is: 4. (4) Reactant: [NH2:1][C:2]1[C:3](/[CH:10]=[CH:11]/[C:12]([O:14]CC)=O)=[N:4][CH:5]=[C:6]([O:8][CH3:9])[CH:7]=1.C[O-].[Na+].CO. Product: [CH3:9][O:8][C:6]1[CH:7]=[C:2]2[C:3]([CH:10]=[CH:11][C:12](=[O:14])[NH:1]2)=[N:4][CH:5]=1. The catalyst class is: 5. (5) Reactant: [CH3:1][O:2][C:3](=[O:31])[CH2:4][CH2:5][CH2:6][CH2:7][CH2:8][O:9][C:10]1[C:15]([N+:16]([O-])=O)=[CH:14][C:13]([N+:19]([O-])=O)=[C:12]([NH:22][C:23]2[CH:28]=[CH:27][C:26]([CH3:29])=[C:25]([CH3:30])[CH:24]=2)[CH:11]=1.Cl.[C:33](=N)(O)[C:34]1[CH:39]=[CH:38][CH:37]=[CH:36][CH:35]=1. Product: [CH3:1][O:2][C:3](=[O:31])[CH2:4][CH2:5][CH2:6][CH2:7][CH2:8][O:9][C:10]1[C:15]([NH2:16])=[CH:14][C:13]2[N:19]=[C:33]([C:34]3[CH:39]=[CH:38][CH:37]=[CH:36][CH:35]=3)[N:22]([C:23]3[CH:28]=[CH:27][C:26]([CH3:29])=[C:25]([CH3:30])[CH:24]=3)[C:12]=2[CH:11]=1. The catalyst class is: 5. (6) Reactant: [C:1]([C:4]1[S:8][C:7]([C:9]([OH:11])=O)=[CH:6][CH:5]=1)(=[O:3])[CH3:2].C1C=CC2N(O)N=NC=2C=1.[CH2:22]([NH2:29])[C:23]1[CH:28]=[CH:27][CH:26]=[CH:25][CH:24]=1. Product: [C:1]([C:4]1[S:8][C:7]([C:9]([NH:29][CH2:22][C:23]2[CH:28]=[CH:27][CH:26]=[CH:25][CH:24]=2)=[O:11])=[CH:6][CH:5]=1)(=[O:3])[CH3:2]. The catalyst class is: 344.